This data is from Full USPTO retrosynthesis dataset with 1.9M reactions from patents (1976-2016). The task is: Predict the reactants needed to synthesize the given product. (1) Given the product [Br:1][C:2]1[S:3][CH:4]=[C:5]([C:7]([NH:10][CH2:11][CH:12]2[CH2:14][CH2:13]2)=[O:9])[N:6]=1, predict the reactants needed to synthesize it. The reactants are: [Br:1][C:2]1[S:3][CH:4]=[C:5]([C:7]([OH:9])=O)[N:6]=1.[NH2:10][CH2:11][CH:12]1[CH2:14][CH2:13]1.CCN=C=NCCCN(C)C.Cl. (2) The reactants are: [NH2:1][N:2]1[C:11]2[C:6](=[CH:7][CH:8]=[CH:9][CH:10]=2)[C:5]([OH:12])=[CH:4][C:3]1=[O:13].[CH2:14]1[CH:16]([CH:17](O)C#N)[CH2:15]1.C([BH3-])#N.[Na+].C(=O)(O)[O-].[Na+]. Given the product [CH:16]1([CH2:17][NH:1][N:2]2[C:11]3[C:6](=[CH:7][CH:8]=[CH:9][CH:10]=3)[C:5]([OH:12])=[CH:4][C:3]2=[O:13])[CH2:14][CH2:15]1, predict the reactants needed to synthesize it.